From a dataset of Forward reaction prediction with 1.9M reactions from USPTO patents (1976-2016). Predict the product of the given reaction. Given the reactants [CH:1]([O:4][C:5]1[CH:10]=[C:9]([N+:11]([O-])=O)[C:8]([F:14])=[CH:7][C:6]=1[Br:15])([CH3:3])[CH3:2], predict the reaction product. The product is: [Br:15][C:6]1[C:5]([O:4][CH:1]([CH3:2])[CH3:3])=[CH:10][C:9]([NH2:11])=[C:8]([F:14])[CH:7]=1.